This data is from Catalyst prediction with 721,799 reactions and 888 catalyst types from USPTO. The task is: Predict which catalyst facilitates the given reaction. Reactant: [CH3:1][O:2][C:3]1[CH:4]=[C:5]2[C:9](=[C:10]([O:14][CH3:15])[C:11]=1[O:12][CH3:13])[NH:8][C:7]([C:16]([O:18]C)=[O:17])=[CH:6]2.[OH-].[K+]. Product: [CH3:1][O:2][C:3]1[CH:4]=[C:5]2[C:9](=[C:10]([O:14][CH3:15])[C:11]=1[O:12][CH3:13])[NH:8][C:7]([C:16]([OH:18])=[O:17])=[CH:6]2. The catalyst class is: 5.